This data is from Merck oncology drug combination screen with 23,052 pairs across 39 cell lines. The task is: Regression. Given two drug SMILES strings and cell line genomic features, predict the synergy score measuring deviation from expected non-interaction effect. (1) Drug 1: Nc1ccn(C2OC(CO)C(O)C2(F)F)c(=O)n1. Drug 2: O=C(O)C1(Cc2cccc(Nc3nccs3)n2)CCC(Oc2cccc(Cl)c2F)CC1. Cell line: VCAP. Synergy scores: synergy=3.58. (2) Drug 1: CN1C(=O)C=CC2(C)C3CCC4(C)C(NC(=O)OCC(F)(F)F)CCC4C3CCC12. Drug 2: O=P1(N(CCCl)CCCl)NCCCO1. Cell line: A2058. Synergy scores: synergy=0.865.